Dataset: Catalyst prediction with 721,799 reactions and 888 catalyst types from USPTO. Task: Predict which catalyst facilitates the given reaction. The catalyst class is: 17. Product: [OH:12][C:3]1[CH:4]=[CH:5][C:6]([C:8]([F:9])([F:10])[F:11])=[CH:7][C:2]=1[NH:1][C:16](=[O:17])[C:15]1[CH:19]=[CH:20][N:21]=[CH:22][C:14]=1[CH3:13]. Reactant: [NH2:1][C:2]1[CH:7]=[C:6]([C:8]([F:11])([F:10])[F:9])[CH:5]=[CH:4][C:3]=1[OH:12].[CH3:13][C:14]1[CH:22]=[N:21][CH:20]=[CH:19][C:15]=1[C:16](O)=[O:17].CCN=C=NCCCN(C)C.